From a dataset of CYP3A4 substrate classification data from Carbon-Mangels et al.. Regression/Classification. Given a drug SMILES string, predict its absorption, distribution, metabolism, or excretion properties. Task type varies by dataset: regression for continuous measurements (e.g., permeability, clearance, half-life) or binary classification for categorical outcomes (e.g., BBB penetration, CYP inhibition). Dataset: cyp3a4_substrate_carbonmangels. (1) The compound is C[C@H](Cn1cnc2c(N)ncnc21)OCP(=O)(O)O. The result is 0 (non-substrate). (2) The drug is COC(=O)C1=C(C)NC(C)=C(C(=O)OCCN(C)Cc2ccccc2)[C@H]1c1cccc([N+](=O)[O-])c1. The result is 1 (substrate). (3) The molecule is CN1CCN(C(=O)O[C@H]2c3nccnc3C(=O)N2c2ccc(Cl)cn2)CC1. The result is 1 (substrate). (4) The molecule is O=C1NC(c2ccccc2)(c2ccccc2)C(=O)N1COP(=O)(O)O. The result is 0 (non-substrate). (5) The compound is CCCCc1nc(Cl)c(CO)n1Cc1ccc(-c2ccccc2-c2nnn[nH]2)cc1. The result is 1 (substrate). (6) The molecule is Nc1ccc(S(=O)(=O)Nc2ccnn2-c2ccccc2)cc1. The result is 0 (non-substrate).